Dataset: Catalyst prediction with 721,799 reactions and 888 catalyst types from USPTO. Task: Predict which catalyst facilitates the given reaction. Reactant: [NH2:1][C:2]1[CH:10]=[C:9]2[C:5]([CH2:6][CH2:7][CH:8]2[CH2:11][N:12]2[CH2:17][CH2:16][C:15]([OH:29])([C:18]3[CH:23]=[CH:22][C:21]([Cl:24])=[C:20]([C:25]([F:28])([F:27])[F:26])[CH:19]=3)[CH2:14][CH2:13]2)=[CH:4][CH:3]=1.C(N([CH2:35][CH3:36])CC)C.Cl[CH2:38][C:39](Cl)=[O:40].[OH2:42]. Product: [C:39]([NH:1][C:2]1[CH:10]=[C:9]2[C:5]([CH2:6][CH2:7][CH:8]2[CH2:11][N:12]2[CH2:17][CH2:16][C:15]([O:29][C:35](=[O:42])[CH3:36])([C:18]3[CH:23]=[CH:22][C:21]([Cl:24])=[C:20]([C:25]([F:28])([F:27])[F:26])[CH:19]=3)[CH2:14][CH2:13]2)=[CH:4][CH:3]=1)(=[O:40])[CH3:38]. The catalyst class is: 4.